The task is: Predict the reaction yield, written as a fraction of the theoretical maximum amount of product (1.0 means a 100% yield; for example, 0.34 means a 34% yield).. This data is from Reaction yield outcomes from USPTO patents with 853,638 reactions. (1) The reactants are CC(C)([O-])C.[K+].[CH3:7][S:8][C:9]1[CH:14]=[CH:13][CH:12]=[CH:11][C:10]=1[OH:15].[CH2:16]([O:18][C:19](=[O:24])[CH:20]=[C:21](Cl)[CH3:22])[CH3:17]. The catalyst is O1CCCC1. The product is [CH2:16]([O:18][C:19](=[O:24])/[CH:20]=[C:21](/[O:15][C:10]1[CH:11]=[CH:12][CH:13]=[CH:14][C:9]=1[S:8][CH3:7])\[CH3:22])[CH3:17]. The yield is 0.720. (2) The reactants are [Cl:1][C:2]1[C:7]([Cl:8])=[CH:6][C:5]([C:9](=[O:11])[CH3:10])=[C:4]([OH:12])[CH:3]=1.[I:13]N1C(=O)CCC1=O. The catalyst is C(O)(=O)C. The product is [Cl:1][C:2]1[C:7]([Cl:8])=[CH:6][C:5]([C:9](=[O:11])[CH3:10])=[C:4]([OH:12])[C:3]=1[I:13]. The yield is 0.460.